This data is from NCI-60 drug combinations with 297,098 pairs across 59 cell lines. The task is: Regression. Given two drug SMILES strings and cell line genomic features, predict the synergy score measuring deviation from expected non-interaction effect. (1) Drug 1: C1=CC=C(C=C1)NC(=O)CCCCCCC(=O)NO. Drug 2: CC1C(C(CC(O1)OC2CC(CC3=C2C(=C4C(=C3O)C(=O)C5=CC=CC=C5C4=O)O)(C(=O)C)O)N)O. Cell line: HCT-15. Synergy scores: CSS=34.4, Synergy_ZIP=-2.79, Synergy_Bliss=-1.57, Synergy_Loewe=-15.4, Synergy_HSA=-0.520. (2) Drug 1: CC1=C2C(C(=O)C3(C(CC4C(C3C(C(C2(C)C)(CC1OC(=O)C(C(C5=CC=CC=C5)NC(=O)OC(C)(C)C)O)O)OC(=O)C6=CC=CC=C6)(CO4)OC(=O)C)OC)C)OC. Drug 2: CC(C1=C(C=CC(=C1Cl)F)Cl)OC2=C(N=CC(=C2)C3=CN(N=C3)C4CCNCC4)N. Cell line: T-47D. Synergy scores: CSS=27.4, Synergy_ZIP=0.772, Synergy_Bliss=-0.611, Synergy_Loewe=-21.3, Synergy_HSA=-1.76. (3) Drug 1: CCC1=C2CN3C(=CC4=C(C3=O)COC(=O)C4(CC)O)C2=NC5=C1C=C(C=C5)O. Drug 2: CC12CCC3C(C1CCC2O)C(CC4=C3C=CC(=C4)O)CCCCCCCCCS(=O)CCCC(C(F)(F)F)(F)F. Cell line: PC-3. Synergy scores: CSS=17.4, Synergy_ZIP=-5.27, Synergy_Bliss=-1.90, Synergy_Loewe=-11.5, Synergy_HSA=-0.0524. (4) Drug 1: C1CC(=O)NC(=O)C1N2CC3=C(C2=O)C=CC=C3N. Drug 2: C(=O)(N)NO. Cell line: SF-268. Synergy scores: CSS=8.12, Synergy_ZIP=-1.62, Synergy_Bliss=-0.0186, Synergy_Loewe=-0.719, Synergy_HSA=-1.38. (5) Drug 1: C1=CC(=C2C(=C1NCCNCCO)C(=O)C3=C(C=CC(=C3C2=O)O)O)NCCNCCO. Drug 2: CC1OCC2C(O1)C(C(C(O2)OC3C4COC(=O)C4C(C5=CC6=C(C=C35)OCO6)C7=CC(=C(C(=C7)OC)O)OC)O)O. Cell line: HOP-92. Synergy scores: CSS=51.8, Synergy_ZIP=-2.06, Synergy_Bliss=-1.63, Synergy_Loewe=3.10, Synergy_HSA=5.14. (6) Drug 2: CC1=C(N=C(N=C1N)C(CC(=O)N)NCC(C(=O)N)N)C(=O)NC(C(C2=CN=CN2)OC3C(C(C(C(O3)CO)O)O)OC4C(C(C(C(O4)CO)O)OC(=O)N)O)C(=O)NC(C)C(C(C)C(=O)NC(C(C)O)C(=O)NCCC5=NC(=CS5)C6=NC(=CS6)C(=O)NCCC[S+](C)C)O. Synergy scores: CSS=22.5, Synergy_ZIP=-9.50, Synergy_Bliss=-4.79, Synergy_Loewe=-29.3, Synergy_HSA=0.337. Drug 1: CCC1=C2CN3C(=CC4=C(C3=O)COC(=O)C4(CC)O)C2=NC5=C1C=C(C=C5)O. Cell line: OVCAR3. (7) Drug 1: CC1CCC2CC(C(=CC=CC=CC(CC(C(=O)C(C(C(=CC(C(=O)CC(OC(=O)C3CCCCN3C(=O)C(=O)C1(O2)O)C(C)CC4CCC(C(C4)OC)O)C)C)O)OC)C)C)C)OC. Drug 2: CC1CCC2CC(C(=CC=CC=CC(CC(C(=O)C(C(C(=CC(C(=O)CC(OC(=O)C3CCCCN3C(=O)C(=O)C1(O2)O)C(C)CC4CCC(C(C4)OC)OCCO)C)C)O)OC)C)C)C)OC. Cell line: NCI/ADR-RES. Synergy scores: CSS=2.60, Synergy_ZIP=5.17, Synergy_Bliss=11.8, Synergy_Loewe=3.41, Synergy_HSA=4.48. (8) Drug 1: CCC1=C2CN3C(=CC4=C(C3=O)COC(=O)C4(CC)O)C2=NC5=C1C=C(C=C5)O. Drug 2: CC1C(C(CC(O1)OC2CC(CC3=C2C(=C4C(=C3O)C(=O)C5=C(C4=O)C(=CC=C5)OC)O)(C(=O)CO)O)N)O.Cl. Cell line: 786-0. Synergy scores: CSS=51.9, Synergy_ZIP=-6.96, Synergy_Bliss=-3.41, Synergy_Loewe=-0.245, Synergy_HSA=2.02. (9) Drug 1: CC1=C2C(C(=O)C3(C(CC4C(C3C(C(C2(C)C)(CC1OC(=O)C(C(C5=CC=CC=C5)NC(=O)OC(C)(C)C)O)O)OC(=O)C6=CC=CC=C6)(CO4)OC(=O)C)OC)C)OC. Drug 2: CCC1=CC2CC(C3=C(CN(C2)C1)C4=CC=CC=C4N3)(C5=C(C=C6C(=C5)C78CCN9C7C(C=CC9)(C(C(C8N6C)(C(=O)OC)O)OC(=O)C)CC)OC)C(=O)OC.C(C(C(=O)O)O)(C(=O)O)O. Cell line: SNB-75. Synergy scores: CSS=47.8, Synergy_ZIP=5.62, Synergy_Bliss=4.32, Synergy_Loewe=-9.42, Synergy_HSA=7.90. (10) Drug 1: C1=NC2=C(N=C(N=C2N1C3C(C(C(O3)CO)O)O)F)N. Drug 2: CC12CCC3C(C1CCC2OP(=O)(O)O)CCC4=C3C=CC(=C4)OC(=O)N(CCCl)CCCl.[Na+]. Synergy scores: CSS=40.6, Synergy_ZIP=3.80, Synergy_Bliss=0.677, Synergy_Loewe=12.4, Synergy_HSA=6.36. Cell line: K-562.